From a dataset of Catalyst prediction with 721,799 reactions and 888 catalyst types from USPTO. Predict which catalyst facilitates the given reaction. (1) Reactant: [Cl:1][C:2]1[CH:3]=[C:4]([C:12]2[O:16][N:15]=[C:14]([C:17]3[C:18]([CH3:42])=[C:19]4[C:24](=[CH:25][CH:26]=3)[CH:23]([CH2:27][CH2:28][CH2:29][C:30]([O:32]CC)=[O:31])[N:22]([C:35]([O:37][C:38]([CH3:41])([CH3:40])[CH3:39])=[O:36])[CH2:21][CH2:20]4)[N:13]=2)[CH:5]=[CH:6][C:7]=1[O:8][CH:9]([CH3:11])[CH3:10].[OH-].[Na+]. Product: [Cl:1][C:2]1[CH:3]=[C:4]([C:12]2[O:16][N:15]=[C:14]([C:17]3[C:18]([CH3:42])=[C:19]4[C:24](=[CH:25][CH:26]=3)[CH:23]([CH2:27][CH2:28][CH2:29][C:30]([OH:32])=[O:31])[N:22]([C:35]([O:37][C:38]([CH3:39])([CH3:41])[CH3:40])=[O:36])[CH2:21][CH2:20]4)[N:13]=2)[CH:5]=[CH:6][C:7]=1[O:8][CH:9]([CH3:11])[CH3:10]. The catalyst class is: 8. (2) Reactant: [C:1]1([NH:7][NH2:8])[CH:6]=[CH:5][CH:4]=[CH:3][CH:2]=1.C(O[C:12](=[C:14]([C:17]#[N:18])[C:15]#[N:16])[CH3:13])C.C(OC=C(C#N)C#N)C. Product: [NH2:18][C:17]1[N:7]([C:1]2[CH:6]=[CH:5][CH:4]=[CH:3][CH:2]=2)[N:8]=[C:12]([CH3:13])[C:14]=1[C:15]#[N:16]. The catalyst class is: 8. (3) Reactant: [O:1]1[CH:5]=[CH:4][N:3]=[C:2]1[C:6]1[CH:11]=[CH:10][C:9]([CH2:12][C:13]2[CH:18]=[CH:17][C:16]([OH:19])=[CH:15][CH:14]=2)=[CH:8][CH:7]=1.[Cl:20][CH2:21][CH2:22]Br.C(=O)([O-])[O-].[Cs+].[Cs+]. Product: [Cl:20][CH2:21][CH2:22][O:19][C:16]1[CH:17]=[CH:18][C:13]([CH2:12][C:9]2[CH:8]=[CH:7][C:6]([C:2]3[O:1][CH:5]=[CH:4][N:3]=3)=[CH:11][CH:10]=2)=[CH:14][CH:15]=1. The catalyst class is: 47. (4) Reactant: [NH2:1][C:2]1[CH:7]=[C:6]([C:8]([F:11])([F:10])[F:9])[CH:5]=[CH:4][C:3]=1[OH:12].[CH2:13]([S:15][C:16]1[CH:24]=[C:23]([C:25]([F:28])([F:27])[F:26])[CH:22]=[CH:21][C:17]=1[C:18](O)=[O:19])[CH3:14].CCN=C=NCCCN(C)C.[Cl-].[NH4+]. Product: [CH2:13]([S:15][C:16]1[CH:24]=[C:23]([C:25]([F:27])([F:26])[F:28])[CH:22]=[CH:21][C:17]=1[C:18]([NH:1][C:2]1[CH:7]=[C:6]([C:8]([F:9])([F:10])[F:11])[CH:5]=[CH:4][C:3]=1[OH:12])=[O:19])[CH3:14]. The catalyst class is: 22. (5) Product: [CH3:24][C:21]1[N:7]2[N:8]=[C:9]([N:11]([CH3:20])[C@H:12]([C:14]3[CH:19]=[CH:18][CH:17]=[CH:16][CH:15]=3)[CH3:13])[CH:10]=[C:5]([C:3]([OH:4])=[O:2])[C:6]2=[N:23][N:22]=1. The catalyst class is: 5. Reactant: C[O:2][C:3]([C:5]1[C:6]2[N:7]([C:21]([CH3:24])=[N:22][N:23]=2)[N:8]=[C:9]([N:11]([CH3:20])[C@H:12]([C:14]2[CH:19]=[CH:18][CH:17]=[CH:16][CH:15]=2)[CH3:13])[CH:10]=1)=[O:4].[Li+].[OH-]. (6) Reactant: [CH2:1]([O:3][C:4](=[O:18])[C:5]1[CH:10]=[C:9]([C:11]#[N:12])[C:8](Cl)=[N:7][C:6]=1[CH2:14][CH2:15][O:16][CH3:17])[CH3:2].[CH2:19]([S:26]([NH:29][C:30]([CH:32]1[CH2:37][CH2:36][NH:35][CH2:34][CH2:33]1)=[O:31])(=[O:28])=[O:27])[C:20]1[CH:25]=[CH:24][CH:23]=[CH:22][CH:21]=1.CCN(C(C)C)C(C)C. Product: [CH2:1]([O:3][C:4](=[O:18])[C:5]1[CH:10]=[C:9]([C:11]#[N:12])[C:8]([N:35]2[CH2:36][CH2:37][CH:32]([C:30](=[O:31])[NH:29][S:26]([CH2:19][C:20]3[CH:25]=[CH:24][CH:23]=[CH:22][CH:21]=3)(=[O:28])=[O:27])[CH2:33][CH2:34]2)=[N:7][C:6]=1[CH2:14][CH2:15][O:16][CH3:17])[CH3:2]. The catalyst class is: 14. (7) Reactant: [Br:1][C:2]1[CH:7]=[CH:6][C:5]([NH:8][C:9]2[C:14]([C:15]3[O:16][C:17]([CH2:20]Cl)=[N:18][N:19]=3)=[CH:13][N:12]3[CH:22]=[CH:23][N:24]=[C:11]3[C:10]=2[Cl:25])=[C:4]([F:26])[CH:3]=1.[I-].[K+].[NH3:29]. Product: [NH2:29][CH2:20][C:17]1[O:16][C:15]([C:14]2[C:9]([NH:8][C:5]3[CH:6]=[CH:7][C:2]([Br:1])=[CH:3][C:4]=3[F:26])=[C:10]([Cl:25])[C:11]3[N:12]([CH:22]=[CH:23][N:24]=3)[CH:13]=2)=[N:19][N:18]=1. The catalyst class is: 7. (8) Reactant: C(OC(=O)[NH:7][CH2:8][C:9]1[CH:14]=[CH:13][C:12]([C:15]2[CH:20]=[CH:19][CH:18]=[C:17]([O:21][C:22]3[CH:27]=[CH:26][N:25]=[C:24]([C:28]#[N:29])[N:23]=3)[CH:16]=2)=[CH:11][CH:10]=1)(C)(C)C. Product: [NH2:7][CH2:8][C:9]1[CH:14]=[CH:13][C:12]([C:15]2[CH:20]=[CH:19][CH:18]=[C:17]([O:21][C:22]3[CH:27]=[CH:26][N:25]=[C:24]([C:28]#[N:29])[N:23]=3)[CH:16]=2)=[CH:11][CH:10]=1. The catalyst class is: 106. (9) Reactant: [Cl:1][C:2]1[CH:15]=[CH:14][C:13]([C:16]([O:18]C)=[O:17])=[CH:12][C:3]=1[CH2:4][CH:5]1[CH2:10][CH2:9][CH2:8][S:7][C:6]1=[O:11].[OH-:20].[Na+]. Product: [C:16]([C:13]1[CH:14]=[CH:15][C:2]([Cl:1])=[C:3]([CH2:4][CH:5]([CH2:10][CH2:9][CH2:8][SH:7])[C:6]([OH:11])=[O:20])[CH:12]=1)([OH:18])=[O:17]. The catalyst class is: 1.